Dataset: CYP2C9 inhibition data for predicting drug metabolism from PubChem BioAssay. Task: Regression/Classification. Given a drug SMILES string, predict its absorption, distribution, metabolism, or excretion properties. Task type varies by dataset: regression for continuous measurements (e.g., permeability, clearance, half-life) or binary classification for categorical outcomes (e.g., BBB penetration, CYP inhibition). Dataset: cyp2c9_veith. (1) The molecule is COc1cc2nc(N(C)CCCNC(=O)[C@@H]3CCCO3)nc(N)c2cc1OC. The result is 0 (non-inhibitor). (2) The result is 1 (inhibitor). The molecule is CCOC(=O)C1=C(c2ccccc2)NC(=S)NC1c1cc([N+](=O)[O-])ccc1OC.